Dataset: Forward reaction prediction with 1.9M reactions from USPTO patents (1976-2016). Task: Predict the product of the given reaction. Given the reactants [CH3:1][O:2][C:3]1[CH:12]=[CH:11][CH:10]=[C:9]2[C:4]=1[CH2:5][CH2:6][CH2:7][C:8]2=O.Cl.[NH2:15][OH:16].O.C(=O)([O-])[O-].[Na+].[Na+], predict the reaction product. The product is: [CH3:1][O:2][C:3]1[CH:12]=[CH:11][CH:10]=[C:9]2[C:4]=1[CH2:5][CH2:6][CH2:7][C:8]2=[N:15][OH:16].